From a dataset of Reaction yield outcomes from USPTO patents with 853,638 reactions. Predict the reaction yield, written as a fraction of the theoretical maximum amount of product (1.0 means a 100% yield; for example, 0.34 means a 34% yield). (1) The reactants are C([O:4][CH2:5][CH2:6][C@H:7]1[C:20](=[O:21])[N:19]([CH2:22][C:23]([CH3:26])([CH3:25])[CH3:24])[CH2:18][C:10]2[C:11]3[CH:12]=[N:13][NH:14][C:15]=3[CH:16]=[CH:17][C:9]=2[CH2:8]1)(=O)C.C(=O)([O-])[O-].[K+].[K+]. The catalyst is CO. The product is [OH:4][CH2:5][CH2:6][C@H:7]1[C:20](=[O:21])[N:19]([CH2:22][C:23]([CH3:26])([CH3:25])[CH3:24])[CH2:18][C:10]2[C:11]3[CH:12]=[N:13][NH:14][C:15]=3[CH:16]=[CH:17][C:9]=2[CH2:8]1. The yield is 0.940. (2) The reactants are [C:1]([OH:10])(=[O:9])[C:2]1[C:3](=[CH:5][CH:6]=[CH:7][CH:8]=1)[OH:4].CN(C)C1C=CC=CC=1.Cl[C:21]([O:23][CH2:24][CH3:25])=[O:22]. The catalyst is C1(C)C=CC=CC=1. The product is [CH2:24]([O:23][C:21]([O:4][C:3]1[CH:5]=[CH:6][CH:7]=[CH:8][C:2]=1[C:1]([OH:10])=[O:9])=[O:22])[CH3:25]. The yield is 0.420. (3) The reactants are C([O:8][C:9]1[CH:10]=[C:11]([C:15]2[CH:19]=[C:18]([NH:20]/[C:21](/[NH:35][C:36]([CH3:39])([CH3:38])[CH3:37])=[N:22]\[C:23](=[O:34])[C:24]3[CH:29]=[CH:28][C:27]([C:30]([F:33])([F:32])[F:31])=[CH:26][CH:25]=3)[NH:17][N:16]=2)[CH:12]=[CH:13][CH:14]=1)C1C=CC=CC=1.[H][H]. The catalyst is CO.[Pd]. The product is [C:36]([NH:35]/[C:21](/[NH:20][C:18]1[NH:17][N:16]=[C:15]([C:11]2[CH:12]=[CH:13][CH:14]=[C:9]([OH:8])[CH:10]=2)[CH:19]=1)=[N:22]/[C:23](=[O:34])[C:24]1[CH:25]=[CH:26][C:27]([C:30]([F:32])([F:33])[F:31])=[CH:28][CH:29]=1)([CH3:39])([CH3:37])[CH3:38]. The yield is 0.540. (4) The reactants are [Cl:1][C:2]1[C:3]([CH3:31])=[C:4]([NH:10][C@H:11]([C@H:28]([OH:30])[CH3:29])[C:12]([NH:14][NH:15][C:16](=O)[C:17]2[CH:22]=[CH:21][C:20]([S:23]([CH3:26])(=[O:25])=[O:24])=[CH:19][CH:18]=2)=[O:13])[CH:5]=[CH:6][C:7]=1[C:8]#[N:9].S(Cl)(C1C=CC(C)=CC=1)(=O)=O.C(N=P1(N(CC)CC)N(C)CCCN1C)(C)(C)C. The catalyst is C1COCC1. The product is [Cl:1][C:2]1[C:3]([CH3:31])=[C:4]([NH:10][C@@H:11]([C:12]2[O:13][C:16]([C:17]3[CH:18]=[CH:19][C:20]([S:23]([CH3:26])(=[O:24])=[O:25])=[CH:21][CH:22]=3)=[N:15][N:14]=2)[C@H:28]([OH:30])[CH3:29])[CH:5]=[CH:6][C:7]=1[C:8]#[N:9]. The yield is 0.250. (5) The reactants are [OH:1][C:2]1[CH:3]=[C:4]2[C:9](=[CH:10][CH:11]=1)[CH:8]=[C:7]([C:12]1[C:20]3[C:15](=[CH:16][CH:17]=[C:18]([C:21]#[N:22])[CH:19]=3)[N:14]([CH:23]3[CH2:28][CH2:27][CH2:26][CH2:25][O:24]3)[N:13]=1)[CH:6]=[CH:5]2.[OH-].[Na+].C1COCC1.Cl[CH:37]([F:39])[F:38]. The catalyst is O. The product is [F:38][CH:37]([F:39])[O:1][C:2]1[CH:3]=[C:4]2[C:9](=[CH:10][CH:11]=1)[CH:8]=[C:7]([C:12]1[C:20]3[C:15](=[CH:16][CH:17]=[C:18]([C:21]#[N:22])[CH:19]=3)[N:14]([CH:23]3[CH2:28][CH2:27][CH2:26][CH2:25][O:24]3)[N:13]=1)[CH:6]=[CH:5]2. The yield is 0.270. (6) The reactants are [NH2:1][C:2]1[CH:18]=[CH:17][C:5]([O:6][C:7]2[CH:12]=[CH:11][N:10]=[C:9]([NH2:13])[C:8]=2[N+:14]([O-:16])=[O:15])=[C:4]([Cl:19])[CH:3]=1.[Cl:20][C:21]1[CH:26]=[CH:25][C:24]([N:27]=[C:28]=[O:29])=[CH:23][C:22]=1[C:30]([F:33])([F:32])[F:31]. No catalyst specified. The product is [NH2:13][C:9]1[C:8]([N+:14]([O-:16])=[O:15])=[C:7]([O:6][C:5]2[CH:17]=[CH:18][C:2]([NH:1][C:28]([NH:27][C:24]3[CH:25]=[CH:26][C:21]([Cl:20])=[C:22]([C:30]([F:32])([F:31])[F:33])[CH:23]=3)=[O:29])=[CH:3][C:4]=2[Cl:19])[CH:12]=[CH:11][N:10]=1. The yield is 1.00. (7) The reactants are [Cl:1][C:2]1[CH:7]=[C:6]([Cl:8])[CH:5]=[CH:4][C:3]=1[C:9]1[CH:14]=[CH:13][N:12]=[C:11](OS(C(F)(F)F)(=O)=O)[C:10]=1[N+:23]([O-:25])=[O:24].Cl.[CH:27]1([CH:30]([NH2:34])[CH2:31][CH2:32][CH3:33])[CH2:29][CH2:28]1. No catalyst specified. The product is [CH:27]1([CH:30]([NH:34][C:11]2[C:10]([N+:23]([O-:25])=[O:24])=[C:9]([C:3]3[CH:4]=[CH:5][C:6]([Cl:8])=[CH:7][C:2]=3[Cl:1])[CH:14]=[CH:13][N:12]=2)[CH2:31][CH2:32][CH3:33])[CH2:29][CH2:28]1. The yield is 0.720.